From a dataset of Reaction yield outcomes from USPTO patents with 853,638 reactions. Predict the reaction yield, written as a fraction of the theoretical maximum amount of product (1.0 means a 100% yield; for example, 0.34 means a 34% yield). (1) The reactants are [F:1][C:2]1[CH:7]=[C:6]([C:8]2[O:9][C:10]([C:13]3[C:14]([C:19]4[CH:24]=[CH:23][CH:22]=[CH:21][CH:20]=4)=[N:15][O:16][C:17]=3[CH3:18])=[N:11][N:12]=2)[C:5]([O:25][CH3:26])=[CH:4][C:3]=1[N:27]1[CH2:32][CH2:31]S[CH2:29][CH2:28]1.[OH:33][S:34]([O-:37])(=O)=O.OS(O[O-])(=O)=O.OS(O[O-])(=O)=O.[O-]S([O-])(=O)=O.[K+].[K+].[K+].[K+].[K+].S(=O)(O)[O-].[Na+]. The catalyst is CO.O. The product is [F:1][C:2]1[CH:7]=[C:6]([C:8]2[O:9][C:10]([C:13]3[C:14]([C:19]4[CH:24]=[CH:23][CH:22]=[CH:21][CH:20]=4)=[N:15][O:16][C:17]=3[CH3:18])=[N:11][N:12]=2)[C:5]([O:25][CH3:26])=[CH:4][C:3]=1[N:27]1[CH2:32][CH2:31][S:34](=[O:37])(=[O:33])[CH2:29][CH2:28]1. The yield is 0.530. (2) The reactants are [C:1](Cl)(=[O:3])[CH3:2].[NH2:5][C@@H:6]1[CH2:10][CH2:9][N:8]([CH2:11][C:12]2[CH:33]=[CH:32][C:15]([C:16]([NH:18][CH2:19][C:20]3[CH:25]=[C:24]([Cl:26])[CH:23]=[CH:22][C:21]=3[S:27]([CH2:30][CH3:31])(=[O:29])=[O:28])=[O:17])=[CH:14][C:13]=2[C:34]([F:37])([F:36])[F:35])[CH2:7]1. The catalyst is C(Cl)Cl.C(OCC)(=O)C. The product is [C:1]([NH:5][C@@H:6]1[CH2:10][CH2:9][N:8]([CH2:11][C:12]2[CH:33]=[CH:32][C:15]([C:16]([NH:18][CH2:19][C:20]3[CH:25]=[C:24]([Cl:26])[CH:23]=[CH:22][C:21]=3[S:27]([CH2:30][CH3:31])(=[O:29])=[O:28])=[O:17])=[CH:14][C:13]=2[C:34]([F:36])([F:37])[F:35])[CH2:7]1)(=[O:3])[CH3:2]. The yield is 0.720. (3) The reactants are [Cl:1][C:2]1[CH:23]=[CH:22][C:5]([CH2:6][C:7]2[CH:8]=[N:9][C:10]3[N:11]([N:14]=[CH:15][C:16]=3[C:17]([O:19]CC)=[O:18])[C:12]=2[CH3:13])=[CH:4][C:3]=1[O:24][C:25]([F:28])([F:27])[F:26].[OH-].[K+].Cl.CCOC(C)=O. The catalyst is CCO. The product is [Cl:1][C:2]1[CH:23]=[CH:22][C:5]([CH2:6][C:7]2[CH:8]=[N:9][C:10]3[N:11]([N:14]=[CH:15][C:16]=3[C:17]([OH:19])=[O:18])[C:12]=2[CH3:13])=[CH:4][C:3]=1[O:24][C:25]([F:28])([F:27])[F:26]. The yield is 0.120. (4) The reactants are Cl[C:2]1[N:3]=[CH:4][C:5]([C:8]([N:10]2[CH2:15][CH2:14][C:13]3[NH:16][C:17]([C:19]4[C:27]5[C:22](=[CH:23][C:24]([C:28]6[CH:33]=[C:32]([F:34])[C:31]([OH:35])=[CH:30][C:29]=6[CH2:36][CH3:37])=[CH:25][CH:26]=5)[NH:21][N:20]=4)=[N:18][C:12]=3[CH2:11]2)=[O:9])=[N:6][CH:7]=1.[CH3:38][N:39]([CH3:45])[C@H:40]1[CH2:44][CH2:43][NH:42][CH2:41]1. No catalyst specified. The product is [CH3:38][N:39]([CH3:45])[C@H:40]1[CH2:44][CH2:43][N:42]([C:2]2[N:3]=[CH:4][C:5]([C:8]([N:10]3[CH2:15][CH2:14][C:13]4[NH:16][C:17]([C:19]5[C:27]6[C:22](=[CH:23][C:24]([C:28]7[CH:33]=[C:32]([F:34])[C:31]([OH:35])=[CH:30][C:29]=7[CH2:36][CH3:37])=[CH:25][CH:26]=6)[NH:21][N:20]=5)=[N:18][C:12]=4[CH2:11]3)=[O:9])=[N:6][CH:7]=2)[CH2:41]1. The yield is 0.400. (5) The reactants are [CH:1]1[C:13]2[CH:12]([CH2:14][O:15][C:16]([NH:18][C@@H:19]([CH2:27][C:28]3[CH:29]=[N:30][C:31]([C:34]4[CH:39]=[CH:38][C:37]([O:40][CH3:41])=[CH:36][C:35]=4[CH2:42][CH3:43])=[CH:32][CH:33]=3)[C:20]([O:22]C(C)(C)C)=[O:21])=[O:17])[C:11]3[C:6](=[CH:7][CH:8]=[CH:9][CH:10]=3)[C:5]=2[CH:4]=[CH:3][CH:2]=1.[Cl-:44].[Ca+2].[Cl-]. The catalyst is C(O)(C(F)(F)F)=O. The product is [ClH:44].[CH:10]1[C:11]2[CH:12]([CH2:14][O:15][C:16]([NH:18][C@@H:19]([CH2:27][C:28]3[CH:29]=[N:30][C:31]([C:34]4[CH:39]=[CH:38][C:37]([O:40][CH3:41])=[CH:36][C:35]=4[CH2:42][CH3:43])=[CH:32][CH:33]=3)[C:20]([OH:22])=[O:21])=[O:17])[C:13]3[C:5](=[CH:4][CH:3]=[CH:2][CH:1]=3)[C:6]=2[CH:7]=[CH:8][CH:9]=1. The yield is 0.840. (6) The reactants are [CH3:1][O:2][C:3](=[O:36])/[CH:4]=[CH:5]/[C:6]1[CH:11]=[CH:10][C:9]([C@@H:12]2[CH2:16][CH2:15][CH2:14][N:13]2[CH2:17][CH2:18][C:19]2[C:20]([CH3:35])=[N:21][N:22](S(C3C=CC(C)=CC=3)(=O)=O)[C:23]=2[CH3:24])=[CH:8][CH:7]=1.C[O-].[Na+].Cl. The catalyst is CO. The product is [CH3:1][O:2][C:3](=[O:36])/[CH:4]=[CH:5]/[C:6]1[CH:7]=[CH:8][C:9]([C@@H:12]2[CH2:16][CH2:15][CH2:14][N:13]2[CH2:17][CH2:18][C:19]2[C:20]([CH3:35])=[N:21][NH:22][C:23]=2[CH3:24])=[CH:10][CH:11]=1. The yield is 0.300. (7) The catalyst is CN(C=O)C. The product is [Cl:3][C:4]1[CH:5]=[C:6]([C:10]2[C:19]3[C:14](=[CH:15][CH:16]=[C:17]([C:20]([C:28]4[CH:29]=[CH:30][C:31]([Cl:34])=[CH:32][CH:33]=4)([OH:27])[C:21]4[N:25]([CH3:26])[CH:24]=[N:23][N:22]=4)[CH:18]=3)[N:13]([CH2:37][C:38]3[CH:45]=[CH:44][C:41]([C:42]#[N:43])=[CH:40][CH:39]=3)[C:12](=[O:35])[CH:11]=2)[CH:7]=[CH:8][CH:9]=1. The yield is 0.0600. The reactants are [H-].[Na+].[Cl:3][C:4]1[CH:5]=[C:6]([C:10]2[C:19]3[C:14](=[CH:15][CH:16]=[C:17]([C:20]([C:28]4[CH:33]=[CH:32][C:31]([Cl:34])=[CH:30][CH:29]=4)([OH:27])[C:21]4[N:25]([CH3:26])[CH:24]=[N:23][N:22]=4)[CH:18]=3)[NH:13][C:12](=[O:35])[CH:11]=2)[CH:7]=[CH:8][CH:9]=1.Br[CH2:37][C:38]1[CH:45]=[CH:44][C:41]([C:42]#[N:43])=[CH:40][CH:39]=1.